Task: Predict the product of the given reaction.. Dataset: Forward reaction prediction with 1.9M reactions from USPTO patents (1976-2016) (1) Given the reactants [O:1]1[CH2:6][CH2:5][N:4]([C:7]2[CH:13]=[CH:12][C:10]([NH2:11])=[CH:9][CH:8]=2)[CH2:3][CH2:2]1.[C:14](N1C=CN=C1)(N1C=CN=C1)=[O:15].[CH3:26][N:27]1[CH2:32][CH2:31][N:30]([C:33]2[CH:34]=[CH:35][CH:36]=[C:37]3[C:42]=2[CH2:41][NH:40][CH2:39][CH2:38]3)[CH2:29][CH2:28]1, predict the reaction product. The product is: [N:4]1([C:7]2[CH:13]=[CH:12][C:10]([NH:11][C:14]([N:40]3[CH2:39][CH2:38][C:37]4[C:42](=[C:33]([N:30]5[CH2:31][CH2:32][N:27]([CH3:26])[CH2:28][CH2:29]5)[CH:34]=[CH:35][CH:36]=4)[CH2:41]3)=[O:15])=[CH:9][CH:8]=2)[CH2:3][CH2:2][O:1][CH2:6][CH2:5]1. (2) Given the reactants [Cl:1][C:2]1[C:11]2[CH2:10][N:9]([C@H:12]([CH2:21][C:22]#[N:23])[C:13]([NH:15][CH:16]3[CH2:20][CH2:19][CH2:18][CH2:17]3)=[O:14])[C:8](=[O:24])[C:7]3=[CH:25][N:26]([S:27]([C:30]4[CH:36]=[CH:35][C:33]([CH3:34])=[CH:32][CH:31]=4)(=[O:29])=[O:28])[C:5]([C:6]=23)=[N:4][CH:3]=1.[OH-:37].[Na+], predict the reaction product. The product is: [Cl:1][C:2]1[C:11]([CH2:10][NH:9][C@H:12]([CH2:21][C:22]#[N:23])[C:13]([NH:15][CH:16]2[CH2:17][CH2:18][CH2:19][CH2:20]2)=[O:14])=[C:6]2[C:7]([C:8]([OH:24])=[O:37])=[CH:25][N:26]([S:27]([C:30]3[CH:36]=[CH:35][C:33]([CH3:34])=[CH:32][CH:31]=3)(=[O:29])=[O:28])[C:5]2=[N:4][CH:3]=1. (3) The product is: [NH2:1][C:2]1[NH:6][CH:5]=[N:4][C:3]=1[C:11]([NH:13][C:14]([CH3:17])([CH3:16])[CH3:15])=[O:12]. Given the reactants [NH2:1][C:2]1[N:6](C(NC)=O)[CH:5]=[N:4][C:3]=1[C:11]([NH:13][C:14]([CH3:17])([CH3:16])[CH3:15])=[O:12].CO, predict the reaction product. (4) The product is: [CH:18]([C:20]1[CH:25]=[CH:24][C:23]([C:2]2[CH:17]=[CH:16][CH:15]=[C:4]([CH2:5][N:6]([CH3:14])[C:7](=[O:13])[O:8][C:9]([CH3:12])([CH3:11])[CH3:10])[CH:3]=2)=[CH:22][CH:21]=1)=[O:19]. Given the reactants Br[C:2]1[CH:3]=[C:4]([CH:15]=[CH:16][CH:17]=1)[CH2:5][N:6]([CH3:14])[C:7](=[O:13])[O:8][C:9]([CH3:12])([CH3:11])[CH3:10].[CH:18]([C:20]1[CH:25]=[CH:24][C:23](B(O)O)=[CH:22][CH:21]=1)=[O:19].C(=O)([O-])[O-].[K+].[K+], predict the reaction product.